Dataset: Reaction yield outcomes from USPTO patents with 853,638 reactions. Task: Predict the reaction yield, written as a fraction of the theoretical maximum amount of product (1.0 means a 100% yield; for example, 0.34 means a 34% yield). (1) The reactants are C[O:2][C:3]1[CH:12]=[C:11]2[C:6]([CH:7]=[C:8]([C:13]3[CH:18]=[CH:17][CH:16]=[C:15]([O:19]C)[CH:14]=3)[CH:9]=[N:10]2)=[CH:5][CH:4]=1.[Cl-].[Cl-].[Cl-].[Al+3]. No catalyst specified. The product is [OH:19][C:15]1[CH:14]=[C:13]([C:8]2[CH:9]=[N:10][C:11]3[C:6]([CH:7]=2)=[CH:5][CH:4]=[C:3]([OH:2])[CH:12]=3)[CH:18]=[CH:17][CH:16]=1. The yield is 0.760. (2) The yield is 0.780. The reactants are [NH2:1][C:2]1[C:11]([C:12]([O:14]N2C3C=C(Cl)C=CC=3N=N2)=O)=[C:5]2[N:6]=[CH:7][C:8]([F:10])=[CH:9][N:4]2[N:3]=1.[NH2:25][C:26]1[CH:27]=[N:28][CH:29]=[C:30]([F:45])[C:31]=1[N:32]1[CH2:37][CH2:36][CH:35]([C:38]([O:40][C:41]([CH3:44])([CH3:43])[CH3:42])=[O:39])[CH2:34][CH2:33]1.C(O)C. The product is [NH2:1][C:2]1[C:11]([C:12]([NH:25][C:26]2[CH:27]=[N:28][CH:29]=[C:30]([F:45])[C:31]=2[N:32]2[CH2:37][CH2:36][CH:35]([C:38]([O:40][C:41]([CH3:43])([CH3:42])[CH3:44])=[O:39])[CH2:34][CH2:33]2)=[O:14])=[C:5]2[N:6]=[CH:7][C:8]([F:10])=[CH:9][N:4]2[N:3]=1. The catalyst is N1C=CC=CC=1. (3) The reactants are OC(C(F)(F)F)=O.[NH2:8][CH2:9][CH2:10][C:11]1[O:15][C:14]([C@@H:16]2[CH2:22][CH2:21][C@@H:20]3[CH2:23][N:17]2[C:18](=[O:32])[N:19]3[O:24][CH2:25][C:26]2[CH:31]=[CH:30][CH:29]=[CH:28][CH:27]=2)=[N:13][N:12]=1.[C:33]([O:37][C:38]([NH:40][C:41](=[N:47][C:48](=[O:54])[O:49][C:50]([CH3:53])([CH3:52])[CH3:51])N1C=CC=N1)=[O:39])([CH3:36])([CH3:35])[CH3:34]. The catalyst is CO. The product is [C:50]([O:49][C:48]([N:47]=[C:41]([NH:40][C:38]([O:37][C:33]([CH3:36])([CH3:35])[CH3:34])=[O:39])[NH:8][CH2:9][CH2:10][C:11]1[O:15][C:14]([C@@H:16]2[CH2:22][CH2:21][C@@H:20]3[CH2:23][N:17]2[C:18](=[O:32])[N:19]3[O:24][CH2:25][C:26]2[CH:31]=[CH:30][CH:29]=[CH:28][CH:27]=2)=[N:13][N:12]=1)=[O:54])([CH3:53])([CH3:52])[CH3:51]. The yield is 0.700. (4) The reactants are [I:1][C:2]1[CH:7]=[C:6]([C:8]([NH:10][CH2:11][C:12]([F:15])([F:14])[F:13])=[O:9])[CH:5]=[CH:4][C:3]=1[N:16]1[CH:20]=[C:19]([C:21]([OH:23])=O)[N:18]=[N:17]1.[CH:24]1([NH2:27])[CH2:26][CH2:25]1.C1C=CC2N(O)N=NC=2C=1.CCN=C=NCCCN(C)C. The catalyst is CN(C=O)C.C(N(CC)CC)C. The product is [CH:24]1([NH:27][C:21]([C:19]2[N:18]=[N:17][N:16]([C:3]3[CH:4]=[CH:5][C:6]([C:8]([NH:10][CH2:11][C:12]([F:14])([F:13])[F:15])=[O:9])=[CH:7][C:2]=3[I:1])[CH:20]=2)=[O:23])[CH2:26][CH2:25]1. The yield is 0.730. (5) The reactants are F[C:2]1[CH:7]=[CH:6][CH:5]=[CH:4][C:3]=1[N+:8]([O-:10])=[O:9].[OH:11][C:12]1[CH:13]=[C:14]([CH:17]=[CH:18][CH:19]=1)[C:15]#[N:16].C([O-])([O-])=O.[K+].[K+]. The catalyst is CN(C=O)C.CCOC(C)=O. The product is [N+:8]([C:3]1[CH:4]=[CH:5][CH:6]=[CH:7][C:2]=1[O:11][C:12]1[CH:13]=[C:14]([CH:17]=[CH:18][CH:19]=1)[C:15]#[N:16])([O-:10])=[O:9]. The yield is 0.990. (6) The reactants are C([O:3][C:4](=[O:34])[CH2:5][O:6][CH2:7][CH2:8][O:9][CH:10]([N:31]=[N+:32]=[N-:33])[CH2:11][O:12][C:13]1[CH:18]=[CH:17][CH:16]=[C:15]([C:19](=[O:30])[NH:20][CH2:21][CH2:22][NH:23]C(=O)C(F)(F)F)[CH:14]=1)C.[OH-].[Na+:36].ClCCl.CO. The catalyst is C(O)C. The product is [NH2:23][CH2:22][CH2:21][NH:20][C:19]([C:15]1[CH:14]=[C:13]([CH:18]=[CH:17][CH:16]=1)[O:12][CH2:11][CH:10]([N:31]=[N+:32]=[N-:33])[O:9][CH2:8][CH2:7][O:6][CH2:5][C:4]([O-:34])=[O:3])=[O:30].[Na+:36]. The yield is 1.00.